Regression. Given two drug SMILES strings and cell line genomic features, predict the synergy score measuring deviation from expected non-interaction effect. From a dataset of NCI-60 drug combinations with 297,098 pairs across 59 cell lines. (1) Drug 1: C1=CC=C(C(=C1)C(C2=CC=C(C=C2)Cl)C(Cl)Cl)Cl. Drug 2: C1CN(P(=O)(OC1)NCCCl)CCCl. Synergy scores: CSS=-3.68, Synergy_ZIP=3.05, Synergy_Bliss=0.708, Synergy_Loewe=-2.07, Synergy_HSA=-2.73. Cell line: ACHN. (2) Drug 2: COC1=C2C(=CC3=C1OC=C3)C=CC(=O)O2. Drug 1: CN(C(=O)NC(C=O)C(C(C(CO)O)O)O)N=O. Cell line: SK-MEL-2. Synergy scores: CSS=2.15, Synergy_ZIP=7.95, Synergy_Bliss=9.27, Synergy_Loewe=12.8, Synergy_HSA=0.728. (3) Drug 1: CC1=C(C(CCC1)(C)C)C=CC(=CC=CC(=CC(=O)O)C)C. Drug 2: N.N.Cl[Pt+2]Cl. Cell line: SK-MEL-5. Synergy scores: CSS=39.2, Synergy_ZIP=-2.26, Synergy_Bliss=-4.23, Synergy_Loewe=-14.2, Synergy_HSA=-3.73.